Task: Predict which catalyst facilitates the given reaction.. Dataset: Catalyst prediction with 721,799 reactions and 888 catalyst types from USPTO (1) Reactant: C([O:8][C:9]1[CH:10]=[C:11]([CH2:15][CH:16]([NH:27][C:28]([NH:30][CH2:31][C:32]2[CH:37]=[CH:36][C:35]([NH:38][C:39]([O:41][C:42]([CH3:45])([CH3:44])[CH3:43])=[O:40])=[CH:34][CH:33]=2)=[O:29])[C:17]([O:19]CC2C=CC=CC=2)=[O:18])[CH:12]=[CH:13][CH:14]=1)C1C=CC=CC=1. Product: [C:42]([O:41][C:39]([NH:38][C:35]1[CH:34]=[CH:33][C:32]([CH2:31][NH:30][C:28](=[O:29])[NH:27][CH:16]([CH2:15][C:11]2[CH:12]=[CH:13][CH:14]=[C:9]([OH:8])[CH:10]=2)[C:17]([OH:19])=[O:18])=[CH:37][CH:36]=1)=[O:40])([CH3:45])([CH3:43])[CH3:44]. The catalyst class is: 19. (2) Reactant: [F:1][C:2]([F:24])([F:23])[O:3][C:4]1[CH:5]=[C:6]([C:10]2[C:14]3[CH:15]=[C:16]([C:19]([NH:21][NH2:22])=[O:20])[CH:17]=[CH:18][C:13]=3[O:12][CH:11]=2)[CH:7]=[CH:8][CH:9]=1.C(N(CC)CC)C.[C:32](=S)=[S:33].[Cl-].[NH4+]. Product: [F:24][C:2]([F:23])([F:1])[O:3][C:4]1[CH:5]=[C:6]([C:10]2[C:14]3[CH:15]=[C:16]([C:19]4[O:20][C:32]([SH:33])=[N:22][N:21]=4)[CH:17]=[CH:18][C:13]=3[O:12][CH:11]=2)[CH:7]=[CH:8][CH:9]=1. The catalyst class is: 8. (3) Reactant: [CH3:1][C:2]1[CH:3]=[C:4]([CH:8]([C:10]2[CH:15]=[CH:14][C:13]([CH3:16])=[CH:12][N:11]=2)[OH:9])[O:5][C:6]=1[CH3:7]. Product: [CH3:1][C:2]1[CH:3]=[C:4]([C:8]([C:10]2[CH:15]=[CH:14][C:13]([CH3:16])=[CH:12][N:11]=2)=[O:9])[O:5][C:6]=1[CH3:7]. The catalyst class is: 428. (4) Reactant: [I:1][C:2]1[C:10]2[O:9][CH:8]=[CH:7][C:6]=2[CH:5]=[C:4]([S:11](Cl)(=[O:13])=[O:12])[CH:3]=1.[CH3:15][C:16]1[CH:22]=[CH:21][CH:20]=[CH:19][C:17]=1[NH2:18].N1C=CC=CC=1. Product: [I:1][C:2]1[C:10]2[O:9][CH:8]=[CH:7][C:6]=2[CH:5]=[C:4]([S:11]([NH:18][C:17]2[CH:19]=[CH:20][CH:21]=[CH:22][C:16]=2[CH3:15])(=[O:13])=[O:12])[CH:3]=1. The catalyst class is: 4.